Dataset: Reaction yield outcomes from USPTO patents with 853,638 reactions. Task: Predict the reaction yield, written as a fraction of the theoretical maximum amount of product (1.0 means a 100% yield; for example, 0.34 means a 34% yield). (1) The reactants are [OH-].[Na+].[Cl:3][C:4]1[CH:9]=[CH:8][C:7]([C:10]2[CH:15]=[CH:14][C:13]([CH2:16][O:17][C:18]3[CH:23]=[CH:22][C:21]([O:24][C:25]([F:28])([F:27])[F:26])=[CH:20][C:19]=3[CH2:29][CH2:30][N:31]([CH2:41][C:42]3[CH:51]=[CH:50][C:45]([C:46]([O:48]C)=[O:47])=[CH:44][CH:43]=3)[CH2:32][CH2:33][CH2:34][CH2:35][C:36]([O:38]CC)=[O:37])=[CH:12][CH:11]=2)=[CH:6][CH:5]=1. The catalyst is O.O1CCOCC1. The product is [C:36]([CH2:35][CH2:34][CH2:33][CH2:32][N:31]([CH2:41][C:42]1[CH:43]=[CH:44][C:45]([C:46]([OH:48])=[O:47])=[CH:50][CH:51]=1)[CH2:30][CH2:29][C:19]1[CH:20]=[C:21]([O:24][C:25]([F:28])([F:26])[F:27])[CH:22]=[CH:23][C:18]=1[O:17][CH2:16][C:13]1[CH:14]=[CH:15][C:10]([C:7]2[CH:8]=[CH:9][C:4]([Cl:3])=[CH:5][CH:6]=2)=[CH:11][CH:12]=1)([OH:38])=[O:37]. The yield is 0.900. (2) The product is [CH3:19][CH2:16][CH2:17][NH:10][C:8](=[O:9])[C:7]([CH3:11])=[CH2:6]. The reactants are Cl.NCCC[CH:6]=[C:7]([CH3:11])[C:8]([NH2:10])=[O:9].C(O[C:16](=O)[CH3:17])(=O)C.[CH2:19](N(CC)CC)C.C([NH-])(=O)C. The catalyst is CO. The yield is 0.920. (3) The reactants are [Cl-].O[NH3+:3].[C:4](=[O:7])([O-])[OH:5].[Na+].CS(C)=O.[CH3:13][C:14]1[N:15]([CH2:39][CH:40]2[CH2:45][CH2:44][CH2:43][CH2:42][O:41]2)[C:16](=[O:38])[C:17]([CH2:23][C:24]2[CH:29]=[CH:28][C:27]([C:30]3[C:31]([C:36]#[N:37])=[CH:32][CH:33]=[CH:34][CH:35]=3)=[CH:26][CH:25]=2)=[C:18]([CH2:20][CH2:21][CH3:22])[N:19]=1. The catalyst is C(OCC)(=O)C. The product is [CH3:13][C:14]1[N:15]([CH2:39][CH:40]2[CH2:45][CH2:44][CH2:43][CH2:42][O:41]2)[C:16](=[O:38])[C:17]([CH2:23][C:24]2[CH:25]=[CH:26][C:27]([C:30]3[CH:35]=[CH:34][CH:33]=[CH:32][C:31]=3[C:36]3[NH:3][C:4](=[O:7])[O:5][N:37]=3)=[CH:28][CH:29]=2)=[C:18]([CH2:20][CH2:21][CH3:22])[N:19]=1. The yield is 0.680. (4) The reactants are [Br:1][CH2:2][C:3]1[CH:11]=[CH:10][C:6]([C:7]([OH:9])=O)=[CH:5][CH:4]=1.S(Cl)(Cl)=O.[NH2:16][C:17]1[S:18][C:19]([N:27]2[CH2:32][CH2:31][O:30][CH2:29][CH2:28]2)=[C:20]([C:22]2[O:23][CH:24]=[CH:25][CH:26]=2)[N:21]=1.C(N(CC)CC)C.C(=O)([O-])[O-].[Na+].[Na+]. The catalyst is C1(C)C=CC=CC=1. The product is [Br:1][CH2:2][C:3]1[CH:4]=[CH:5][C:6]([C:7]([NH:16][C:17]2[S:18][C:19]([N:27]3[CH2:28][CH2:29][O:30][CH2:31][CH2:32]3)=[C:20]([C:22]3[O:23][CH:24]=[CH:25][CH:26]=3)[N:21]=2)=[O:9])=[CH:10][CH:11]=1. The yield is 0.920. (5) The product is [C:25]([O:29][C:30](=[O:40])[CH2:31][C@H:32]([NH:39][S:15]([C:10]1[CH:11]=[CH:12][CH:13]=[CH:14][C:9]=1[O:8][CH2:1][C:2]1[CH:7]=[CH:6][CH:5]=[CH:4][CH:3]=1)(=[O:17])=[O:16])[C:33]([N:35]([O:37][CH3:38])[CH3:36])=[O:34])([CH3:26])([CH3:28])[CH3:27]. The reactants are [CH2:1]([O:8][C:9]1[CH:14]=[CH:13][CH:12]=[CH:11][C:10]=1[S:15](Cl)(=[O:17])=[O:16])[C:2]1[CH:7]=[CH:6][CH:5]=[CH:4][CH:3]=1.N1C=CC=CC=1.[C:25]([O:29][C:30](=[O:40])[CH2:31][CH:32]([NH2:39])[C:33]([N:35]([O:37][CH3:38])[CH3:36])=[O:34])([CH3:28])([CH3:27])[CH3:26]. The catalyst is ClCCl. The yield is 0.920. (6) The catalyst is CN1C(=O)CCC1. The product is [F:23][C:8]1[CH:7]=[C:6]([CH2:5][CH2:4][O:3][C:1]2[NH:2][CH:28]=[C:27]([CH2:32][C:33]3[CH:34]=[N:35][C:36]([O:39][CH3:40])=[N:37][CH:38]=3)[C:26](=[O:25])[N:24]=2)[CH:11]=[CH:10][C:9]=1[O:12][C:13]1[CH:18]=[CH:17][CH:16]=[C:15]([C:19]([F:22])([F:20])[F:21])[N:14]=1. The reactants are [C:1](=[NH:24])([O:3][CH2:4][CH2:5][C:6]1[CH:11]=[CH:10][C:9]([O:12][C:13]2[CH:18]=[CH:17][CH:16]=[C:15]([C:19]([F:22])([F:21])[F:20])[N:14]=2)=[C:8]([F:23])[CH:7]=1)[NH2:2].[OH:25]/[CH:26]=[C:27](\[CH2:32][C:33]1[CH:34]=[N:35][C:36]([O:39][CH3:40])=[N:37][CH:38]=1)/[C:28](OC)=O.C([O-])([O-])=O.[K+].[K+]. The yield is 0.216. (7) The reactants are [OH:1][C:2]1([CH2:9][N:10]2[CH2:15][CH2:14][C:13]3[NH:16][C:17]([CH:20]=O)=[C:18]([CH3:19])[C:12]=3[C:11]2=[O:22])[CH2:7][CH2:6][N:5]([CH3:8])[CH2:4][CH2:3]1.[F:23][C:24]1[C:29]([F:30])=[CH:28][CH:27]=[CH:26][C:25]=1[C:31]1[CH:39]=[CH:38][CH:37]=[C:36]2[C:32]=1[CH2:33][C:34](=[O:40])[NH:35]2. No catalyst specified. The product is [F:23][C:24]1[C:29]([F:30])=[CH:28][CH:27]=[CH:26][C:25]=1[C:31]1[CH:39]=[CH:38][CH:37]=[C:36]2[C:32]=1[C:33](=[CH:20][C:17]1[NH:16][C:13]3[CH2:14][CH2:15][N:10]([CH2:9][C:2]4([OH:1])[CH2:3][CH2:4][N:5]([CH3:8])[CH2:6][CH2:7]4)[C:11](=[O:22])[C:12]=3[C:18]=1[CH3:19])[C:34](=[O:40])[NH:35]2. The yield is 0.750. (8) The reactants are [CH3:1][C:2]1[C:10]2[C:5](=[CH:6][CH:7]=[C:8]([CH:11]=O)[CH:9]=2)[NH:4][N:3]=1.[C:13](/[CH:15]=[C:16](\[O-:18])/[CH3:17])#[N:14].[Na+].C(O)(=O)C.N1CCCCC1. The catalyst is ClCCl. The product is [CH3:1][C:2]1[C:10]2[C:5](=[CH:6][CH:7]=[C:8](/[CH:11]=[C:15](/[C:16](=[O:18])[CH3:17])\[C:13]#[N:14])[CH:9]=2)[NH:4][N:3]=1. The yield is 0.500. (9) The reactants are [N:1]1[CH:6]=[CH:5][CH:4]=[C:3]([C:7]([OH:9])=O)[CH:2]=1.CN(C(ON1N=NC2C=CC=CC1=2)=[N+](C)C)C.[B-](F)(F)(F)F.C1C=CC2N(O)N=NC=2C=1.CCN(C(C)C)C(C)C.O[NH:52][C:53]([C:55]1[CH:86]=[CH:85][C:58]([CH2:59][N:60]([CH:74]2[CH2:79][CH2:78][N:77]([CH2:80][CH2:81][CH:82]([CH3:84])[CH3:83])[CH2:76][CH2:75]2)[C:61]([C:63]2[CH:68]=[CH:67][C:66]([CH2:69][CH2:70][CH2:71][CH2:72][CH3:73])=[CH:65][N:64]=2)=[O:62])=[CH:57][CH:56]=1)=[NH:54]. The catalyst is CN(C=O)C.O. The product is [CH3:84][CH:82]([CH3:83])[CH2:81][CH2:80][N:77]1[CH2:78][CH2:79][CH:74]([N:60]([CH2:59][C:58]2[CH:85]=[CH:86][C:55]([C:53]3[N:54]=[C:7]([C:3]4[CH:2]=[N:1][CH:6]=[CH:5][CH:4]=4)[O:9][N:52]=3)=[CH:56][CH:57]=2)[C:61]([C:63]2[CH:68]=[CH:67][C:66]([CH2:69][CH2:70][CH2:71][CH2:72][CH3:73])=[CH:65][N:64]=2)=[O:62])[CH2:75][CH2:76]1. The yield is 0.580.